This data is from Reaction yield outcomes from USPTO patents with 853,638 reactions. The task is: Predict the reaction yield, written as a fraction of the theoretical maximum amount of product (1.0 means a 100% yield; for example, 0.34 means a 34% yield). (1) The reactants are [CH3:1][O:2][C:3]1[CH:4]=[C:5]([CH:15]=[CH:16][CH:17]=1)[C:6]([NH:8][C@@H:9]1[CH2:14][CH2:13][CH2:12][NH:11][CH2:10]1)=[O:7].[C:18]([N:23]1[CH2:28][CH2:27][C:26](=O)[CH2:25][CH2:24]1)([O:20][CH2:21][CH3:22])=[O:19].[N-]=C=O. The catalyst is CN(C)C=O. The product is [CH3:1][O:2][C:3]1[CH:4]=[C:5]([CH:15]=[CH:16][CH:17]=1)[C:6]([NH:8][C@@H:9]1[CH2:14][CH2:13][CH2:12][N:11]([CH:26]2[CH2:27][CH2:28][N:23]([C:18]([O:20][CH2:21][CH3:22])=[O:19])[CH2:24][CH2:25]2)[CH2:10]1)=[O:7]. The yield is 0.340. (2) The reactants are [CH:1]1([CH2:6][CH:7]([C:20]2[CH:25]=[CH:24][C:23]([O:26][C:27]3[CH:32]=[CH:31][CH:30]=[CH:29][CH:28]=3)=[CH:22][CH:21]=2)[C:8]([NH:10][C:11]2[S:12][CH:13]=[C:14]([CH2:16][C:17]([OH:19])=[O:18])[N:15]=2)=[O:9])[CH2:5][CH2:4][CH2:3][CH2:2]1.Cl.[CH3:34]O. No catalyst specified. The product is [CH3:34][O:18][C:17](=[O:19])[CH2:16][C:14]1[N:15]=[C:11]([NH:10][C:8](=[O:9])[CH:7]([C:20]2[CH:21]=[CH:22][C:23]([O:26][C:27]3[CH:32]=[CH:31][CH:30]=[CH:29][CH:28]=3)=[CH:24][CH:25]=2)[CH2:6][CH:1]2[CH2:5][CH2:4][CH2:3][CH2:2]2)[S:12][CH:13]=1. The yield is 0.610. (3) The reactants are [CH:1]1([S:4]([C:7]2[CH:12]=[CH:11][C:10]([CH:13]([C:21]3[NH:25][C:24]([C:26]4[N:31]=[CH:30][C:29]([CH2:32][C:33](O)=[O:34])=[CH:28][CH:27]=4)=[CH:23][CH:22]=3)[CH2:14][CH:15]3[CH2:20][CH2:19][O:18][CH2:17][CH2:16]3)=[CH:9][CH:8]=2)(=[O:6])=[O:5])[CH2:3][CH2:2]1.Cl.[NH:37]1[CH2:40][CH2:39][CH2:38]1.Cl.CN(C)CCCN=C=NCC.ON1C2C=CC=CC=2N=N1. The catalyst is CN(C)C=O.O.C(N(CC)CC)C. The product is [N:37]1([C:33](=[O:34])[CH2:32][C:29]2[CH:28]=[CH:27][C:26]([C:24]3[NH:25][C:21]([CH:13]([C:10]4[CH:11]=[CH:12][C:7]([S:4]([CH:1]5[CH2:3][CH2:2]5)(=[O:5])=[O:6])=[CH:8][CH:9]=4)[CH2:14][CH:15]4[CH2:16][CH2:17][O:18][CH2:19][CH2:20]4)=[CH:22][CH:23]=3)=[N:31][CH:30]=2)[CH2:40][CH2:39][CH2:38]1. The yield is 0.530. (4) The reactants are [Br-].[NH2:2][C:3]([C:5]1[CH:6]=[C:7]([CH:34]=[CH:35][CH:36]=1)[O:8][CH2:9][CH2:10][CH2:11][CH2:12][CH2:13][CH2:14][P+](C1C=CC=CC=1)(C1C=CC=CC=1)C1C=CC=CC=1)=[O:4].C[Si]([N-][Si](C)(C)C)(C)C.[K+].[S:47]1[CH:51]=[CH:50][C:49]([CH:52]=O)=[CH:48]1. The catalyst is C1(C)C=CC=CC=1. The product is [S:47]1[CH:51]=[CH:50][C:49](/[CH:52]=[CH:14]\[CH2:13][CH2:12][CH2:11][CH2:10][CH2:9][O:8][C:7]2[CH:6]=[C:5]([C:3]([NH2:2])=[O:4])[CH:36]=[CH:35][CH:34]=2)=[CH:48]1. The yield is 0.350. (5) The reactants are [CH3:1][N:2]1[C:6]([C:7](Cl)=[O:8])=[CH:5][C:4]([CH3:10])=[N:3]1.C1COCC1.[C:16]([C:18]1[CH:19]=[C:20]([NH2:24])[CH:21]=[CH:22][CH:23]=1)#[CH:17]. The product is [C:16]([C:18]1[CH:19]=[C:20]([NH:24][C:7]([C:6]2[N:2]([CH3:1])[N:3]=[C:4]([CH3:10])[CH:5]=2)=[O:8])[CH:21]=[CH:22][CH:23]=1)#[CH:17]. The catalyst is CCN(CC)CC. The yield is 0.720.